This data is from Catalyst prediction with 721,799 reactions and 888 catalyst types from USPTO. The task is: Predict which catalyst facilitates the given reaction. (1) Reactant: [CH:1]1([NH2:7])[CH2:6][CH2:5][CH2:4][CH2:3][CH2:2]1.[CH:8](=O)[CH3:9]. Product: [CH:8](=[N:7][CH:1]1[CH2:6][CH2:5][CH2:4][CH2:3][CH2:2]1)[CH3:9]. The catalyst class is: 11. (2) Reactant: C(N(CC)C(C)C)(C)C.[CH:10]([C:12]1[CH:22]=[CH:21][C:15]([CH:16]=[CH:17][C:18]([OH:20])=O)=[CH:14][CH:13]=1)=[O:11].F[P-](F)(F)(F)(F)F.N1(OC(N(C)C)=[N+](C)C)C2N=CC=CC=2N=N1.[NH2:47][CH2:48][C@@H:49]1[O:53][C:52](=[O:54])[N:51]([C:55]2[CH:60]=[CH:59][C:58]([C:61]3[S:62][CH2:63][C:64](=[O:67])[NH:65][N:66]=3)=[C:57]([F:68])[CH:56]=2)[CH2:50]1. Product: [F:68][C:57]1[CH:56]=[C:55]([N:51]2[CH2:50][C@H:49]([CH2:48][NH:47][C:18](=[O:20])[CH:17]=[CH:16][C:15]3[CH:14]=[CH:13][C:12]([CH:10]=[O:11])=[CH:22][CH:21]=3)[O:53][C:52]2=[O:54])[CH:60]=[CH:59][C:58]=1[C:61]1[S:62][CH2:63][C:64](=[O:67])[NH:65][N:66]=1. The catalyst class is: 3. (3) Reactant: C([O:5][C:6](=[O:20])[C:7]([S:10][C:11]1[S:12][CH:13]=[C:14]([CH2:16][C:17](O)=O)[N:15]=1)([CH3:9])[CH3:8])(C)(C)C.[Cl:21][C:22]1[CH:27]=[CH:26][C:25]([C:28]2[CH:32]=[C:31]([NH2:33])[N:30]([CH3:34])[N:29]=2)=[CH:24][CH:23]=1.FC(F)(F)C(O)=O. Product: [Cl:21][C:22]1[CH:23]=[CH:24][C:25]([C:28]2[CH:32]=[C:31]([NH:33][CH2:17][CH2:16][C:14]3[N:15]=[C:11]([S:10][C:7]([CH3:8])([CH3:9])[C:6]([OH:5])=[O:20])[S:12][CH:13]=3)[N:30]([CH3:34])[N:29]=2)=[CH:26][CH:27]=1. The catalyst class is: 4. (4) Reactant: [CH3:1][C:2]1[N:3]=[C:4]([NH2:8])[S:5][C:6]=1[CH3:7].[CH2:9]([Br:12])[C:10]#[CH:11]. Product: [BrH:12].[CH3:1][C:2]1[N:3]([CH2:11][C:10]#[CH:9])[C:4](=[NH:8])[S:5][C:6]=1[CH3:7]. The catalyst class is: 715. (5) Reactant: [C:1]([NH:4][NH2:5])(=[O:3])[CH3:2].CCN(C(C)C)C(C)C.[Cl:15][C:16]1[C:21]([C:22](Cl)=[O:23])=[C:20]([Cl:25])[N:19]=[CH:18][N:17]=1. Product: [C:1]([NH:4][NH:5][C:22]([C:21]1[C:16]([Cl:15])=[N:17][CH:18]=[N:19][C:20]=1[Cl:25])=[O:23])(=[O:3])[CH3:2]. The catalyst class is: 91. (6) Reactant: C([CH:3]1[C:8]2[S:9][C:10]([C:12]([OH:14])=O)=[N:11][C:7]=2[CH2:6][CH2:5][N:4]1/[C:15](/[S:23][CH3:24])=[N:16]/[C:17]1[CH:22]=[CH:21][CH:20]=[CH:19][CH:18]=1)C.CCN=C=NCCCN(C)C.[CH:36]1[CH:37]=[CH:38][C:39]2[N:44](O)N=[N:42][C:40]=2[CH:41]=1.C(N(CC)CC)C. Product: [NH2:42][C:40]1[CH:41]=[CH:36][CH:37]=[CH:38][C:39]=1[NH:44][C:12]([C:10]1[S:9][C:8]2[CH2:3][N:4]([C:15]([S:23][CH3:24])=[N:16][C:17]3[CH:18]=[CH:19][CH:20]=[CH:21][CH:22]=3)[CH2:5][CH2:6][C:7]=2[N:11]=1)=[O:14]. The catalyst class is: 3. (7) Reactant: [I:1][C:2]1[C:10]2[C:5](=[N:6][CH:7]=[N:8][C:9]=2[NH2:11])[N:4]([CH:12]2[CH2:17][CH2:16][NH:15][CH2:14][CH2:13]2)[N:3]=1.C=O.[C:20](O[BH-](OC(=O)C)OC(=O)C)(=O)C.[Na+].[Na].C(=O)(O)[O-]. Product: [I:1][C:2]1[C:10]2[C:5](=[N:6][CH:7]=[N:8][C:9]=2[NH2:11])[N:4]([CH:12]2[CH2:17][CH2:16][N:15]([CH3:20])[CH2:14][CH2:13]2)[N:3]=1. The catalyst class is: 26.